Dataset: Full USPTO retrosynthesis dataset with 1.9M reactions from patents (1976-2016). Task: Predict the reactants needed to synthesize the given product. (1) Given the product [C:21]([O:23][CH2:8][CH:7]([NH2:6])[CH2:10][CH2:11][CH2:12][CH3:13])(=[O:22])[CH2:20][CH2:19][S:18][S:17][CH2:16][CH2:15][C:14]([O:9][CH2:8][CH:7]([NH2:6])[CH2:10][CH2:11][CH2:12][CH3:13])=[O:25], predict the reactants needed to synthesize it. The reactants are: CS(O)(=O)=O.[NH2:6][CH:7]([CH2:10][CH2:11][CH2:12][CH3:13])[CH2:8][OH:9].[C:14]([OH:25])(=O)[CH2:15][CH2:16][S:17][S:18][CH2:19][CH2:20][C:21]([OH:23])=[O:22]. (2) Given the product [Cl:14][C:6]1[CH:5]=[C:4]([C:2]#[N:1])[CH:13]=[CH:12][C:7]=1[C:8]([O:10][CH3:11])=[O:9], predict the reactants needed to synthesize it. The reactants are: [NH2:1][C:2]([C:4]1[CH:13]=[CH:12][C:7]([C:8]([O:10][CH3:11])=[O:9])=[C:6]([Cl:14])[CH:5]=1)=O.C(N(CC)CC)C.FC(F)(F)C(OC(=O)C(F)(F)F)=O.O.